Dataset: Reaction yield outcomes from USPTO patents with 853,638 reactions. Task: Predict the reaction yield, written as a fraction of the theoretical maximum amount of product (1.0 means a 100% yield; for example, 0.34 means a 34% yield). (1) The reactants are [C:1]([O:5][C:6]([N:8](C)[C@H:9]([CH2:16][O:17][Si:18]([C:21]([CH3:24])([CH3:23])[CH3:22])([CH3:20])[CH3:19])[CH2:10][CH2:11][C:12](OC)=O)=[O:7])([CH3:4])([CH3:3])[CH3:2].N1C=CC=CC=1.[C:32](Cl)(=[O:34])[CH3:33].C1C[O:39]CC1. No catalyst specified. The product is [C:32]([O:34][CH2:12][CH2:11][CH2:10][C@H:9]([NH:8][C:6]([O:5][C:1]([CH3:2])([CH3:4])[CH3:3])=[O:7])[CH2:16][O:17][Si:18]([C:21]([CH3:22])([CH3:23])[CH3:24])([CH3:19])[CH3:20])(=[O:39])[CH3:33]. The yield is 0.950. (2) The product is [CH:21]1([CH2:25][N:26]([CH2:27][CH3:28])[C:8]2[C:17]([CH:18]=[O:19])=[CH:16][C:15]3[C:10](=[C:11]([CH3:20])[CH:12]=[CH:13][CH:14]=3)[N:9]=2)[CH2:24][CH2:23][CH2:22]1. The yield is 0.750. The catalyst is CN(C)C=O.C(OCC)(=O)C. The reactants are C(=O)([O-])[O-].[K+].[K+].Cl[C:8]1[C:17]([CH:18]=[O:19])=[CH:16][C:15]2[C:10](=[C:11]([CH3:20])[CH:12]=[CH:13][CH:14]=2)[N:9]=1.[CH:21]1([CH2:25][NH:26][CH2:27][CH3:28])[CH2:24][CH2:23][CH2:22]1.O. (3) The yield is 0.648. The product is [CH3:53][N:54]([CH3:65])[CH:55]1[CH2:56][N:57]([CH:59]2[CH2:64][CH2:63][N:62]([C:13]([NH:12][C:8]3[CH:7]=[C:6]([O:5][C:4]4[CH:31]=[CH:32][C:33]([NH:34][C:35]([C:37]5([C:40]([NH:41][C:42]6[CH:43]=[CH:44][C:45]([F:48])=[CH:46][CH:47]=6)=[O:49])[CH2:39][CH2:38]5)=[O:36])=[C:2]([F:1])[CH:3]=4)[CH:11]=[CH:10][N:9]=3)=[O:14])[CH2:61][CH2:60]2)[CH2:58]1. The reactants are [F:1][C:2]1[CH:3]=[C:4]([CH:31]=[CH:32][C:33]=1[NH:34][C:35]([C:37]1([C:40](=[O:49])[NH:41][C:42]2[CH:47]=[CH:46][C:45]([F:48])=[CH:44][CH:43]=2)[CH2:39][CH2:38]1)=[O:36])[O:5][C:6]1[CH:11]=[CH:10][N:9]=[C:8]([N:12](C(OC2C=CC=CC=2)=O)[C:13](=O)[O:14]C2C=CC=CC=2)[CH:7]=1.Cl.Cl.Cl.[CH3:53][N:54]([CH3:65])[CH:55]1[CH2:58][N:57]([CH:59]2[CH2:64][CH2:63][NH:62][CH2:61][CH2:60]2)[CH2:56]1.C(N(CC)CC)C.O. The catalyst is CN(C)C=O. (4) The reactants are [C:1]([O:5][C:6]([N:8]1[CH2:12][C@H:11]([O:13][C:14]2[C:23]3[C:18](=[CH:19][CH:20]=[CH:21][CH:22]=3)[C:17]([O:24][CH3:25])=[CH:16][N:15]=2)[CH2:10][C@H:9]1[C:26](O)=[O:27])=[O:7])([CH3:4])([CH3:3])[CH3:2].CN(C(ON1N=NC2C=CC=NC1=2)=[N+](C)C)C.F[P-](F)(F)(F)(F)F.CCN(C(C)C)C(C)C.Cl.[NH2:63][C@:64]1([C:69]([NH:71][S:72]([CH:75]2[CH2:77][CH2:76]2)(=[O:74])=[O:73])=[O:70])[CH2:66][C@H:65]1[CH:67]=[CH2:68]. The catalyst is ClCCl. The product is [CH:75]1([S:72]([NH:71][C:69]([C@@:64]2([NH:63][C:26]([C@@H:9]3[CH2:10][C@@H:11]([O:13][C:14]4[C:23]5[C:18](=[CH:19][CH:20]=[CH:21][CH:22]=5)[C:17]([O:24][CH3:25])=[CH:16][N:15]=4)[CH2:12][N:8]3[C:6]([O:5][C:1]([CH3:2])([CH3:3])[CH3:4])=[O:7])=[O:27])[CH2:66][C@H:65]2[CH:67]=[CH2:68])=[O:70])(=[O:74])=[O:73])[CH2:77][CH2:76]1. The yield is 0.764. (5) The reactants are [Br:1][C:2]1[CH:7]=[C:6]([CH3:8])[C:5]([NH:9][C:10]2[C:15]([N+:16]([O-:18])=[O:17])=[C:14]([CH3:19])[N:13]=[C:12](Cl)[N:11]=2)=[C:4]([CH3:21])[CH:3]=1.[NH2:22][C:23]1[CH:30]=[CH:29][C:26]([C:27]#[N:28])=[CH:25][CH:24]=1.N1C=CC=C[CH:32]=1. The product is [CH3:32][C:29]1[CH:30]=[C:23]([NH:22][C:12]2[N:11]=[C:10]([NH:9][C:5]3[C:6]([CH3:8])=[CH:7][C:2]([Br:1])=[CH:3][C:4]=3[CH3:21])[C:15]([N+:16]([O-:18])=[O:17])=[C:14]([CH3:19])[N:13]=2)[CH:24]=[CH:25][C:26]=1[C:27]#[N:28]. The yield is 0.640. The catalyst is C1COCC1. (6) The reactants are [OH:1][C:2]1[CH:9]=[CH:8][C:5]([CH:6]=O)=[CH:4][CH:3]=1.[CH3:10][C:11]([CH3:13])=[O:12].[OH-:14].[Na+].O. The catalyst is C(O)C. The product is [OH:1][C:2]1[CH:9]=[CH:8][C:5]([CH:6]=[CH:9][C:2](=[O:14])[CH:3]=[CH:4][C:5]2[CH:8]=[CH:13][C:11]([OH:12])=[CH:10][CH:6]=2)=[CH:4][CH:3]=1. The yield is 0.390. (7) The reactants are [OH:1][C@@H:2]([CH2:25][OH:26])[CH2:3][CH2:4][O:5][C:6]1[CH:14]=[C:13]([F:15])[CH:12]=[C:11]([NH:16][C:17]2[CH:22]=[CH:21][C:20](I)=[CH:19][C:18]=2[F:24])[C:7]=1[C:8]([NH2:10])=[O:9].[CH2:27]([OH:31])[CH2:28][C:29]#[CH:30].CCCC[N+](CCCC)(CCCC)CCCC.[F-]. The catalyst is C1COCC1.Cl[Pd](Cl)([P](C1C=CC=CC=1)(C1C=CC=CC=1)C1C=CC=CC=1)[P](C1C=CC=CC=1)(C1C=CC=CC=1)C1C=CC=CC=1. The product is [OH:1][C@@H:2]([CH2:25][OH:26])[CH2:3][CH2:4][O:5][C:6]1[CH:14]=[C:13]([F:15])[CH:12]=[C:11]([NH:16][C:17]2[CH:22]=[CH:21][C:20]([C:30]#[C:29][CH2:28][CH2:27][OH:31])=[CH:19][C:18]=2[F:24])[C:7]=1[C:8]([NH2:10])=[O:9]. The yield is 0.747. (8) The reactants are [Cl:1][C:2]1[N:3]=[C:4]([C:11]2[CH:16]=[CH:15][CH:14]=[CH:13][CH:12]=2)[CH:5]=[C:6]2[CH:10]=[CH:9][NH:8][C:7]=12.[C:17]([N:24]1[CH2:29][CH2:28][CH2:27][CH2:26][C:25]1=O)([O:19][C:20]([CH3:23])([CH3:22])[CH3:21])=[O:18].C[O-].[Na+].O. The catalyst is CO. The product is [Cl:1][C:2]1[N:3]=[C:4]([C:11]2[CH:16]=[CH:15][CH:14]=[CH:13][CH:12]=2)[CH:5]=[C:6]2[C:10]([C:27]3[CH2:28][CH2:29][N:24]([C:17]([O:19][C:20]([CH3:23])([CH3:22])[CH3:21])=[O:18])[CH2:25][CH:26]=3)=[CH:9][NH:8][C:7]=12. The yield is 0.300. (9) The reactants are [OH:1][C@H:2]1[CH2:6][CH2:5][N:4]([C:7]([O:9][C:10]([CH3:13])([CH3:12])[CH3:11])=[O:8])[CH2:3]1.C(N(C(C)C)C(C)C)C.[CH3:23][S:24](Cl)(=[O:26])=[O:25]. The catalyst is ClCCl. The product is [CH3:23][S:24]([O:1][C@H:2]1[CH2:6][CH2:5][N:4]([C:7]([O:9][C:10]([CH3:13])([CH3:12])[CH3:11])=[O:8])[CH2:3]1)(=[O:26])=[O:25]. The yield is 0.790.